From a dataset of Reaction yield outcomes from USPTO patents with 853,638 reactions. Predict the reaction yield, written as a fraction of the theoretical maximum amount of product (1.0 means a 100% yield; for example, 0.34 means a 34% yield). (1) The reactants are C([O:3][C:4](=[O:18])[CH2:5][C:6]1[S:7][C:8]([Cl:17])=[C:9]([Cl:16])[C:10]=1[CH2:11][C:12]([O:14]C)=[O:13])C.[OH-].[Na+]. The catalyst is CO. The product is [C:12]([CH2:11][C:10]1[C:9]([Cl:16])=[C:8]([Cl:17])[S:7][C:6]=1[CH2:5][C:4]([OH:18])=[O:3])([OH:14])=[O:13]. The yield is 0.730. (2) The reactants are [F:1][CH:2]([F:24])[O:3][C:4]1[CH:5]=[C:6]([N:10]2[CH:15]=[CH:14][C:13](=[O:16])[C:12]([C:17](=O)/[CH:18]=[CH:19]/[N:20](C)C)=[N:11]2)[CH:7]=[CH:8][CH:9]=1.[O:25]1[C:30]2[CH:31]=[CH:32][C:33]([NH:35]N)=[CH:34][C:29]=2[O:28][CH2:27][CH2:26]1. The product is [F:1][CH:2]([F:24])[O:3][C:4]1[CH:5]=[C:6]([N:10]2[CH:15]=[CH:14][C:13](=[O:16])[C:12]([C:17]3[N:35]([C:33]4[CH:32]=[CH:31][C:30]5[O:25][CH2:26][CH2:27][O:28][C:29]=5[CH:34]=4)[N:20]=[CH:19][CH:18]=3)=[N:11]2)[CH:7]=[CH:8][CH:9]=1. The yield is 0.520. No catalyst specified. (3) The reactants are [Cl:1][C:2]1[CH:3]=[C:4]([NH2:20])[CH:5]=[C:6]([Cl:19])[C:7]=1[S:8][C:9]1[CH:18]=[CH:17][C:16]2[C:11](=[CH:12][CH:13]=[CH:14][CH:15]=2)[CH:10]=1.N1C=CC=CC=1.[Cl:27][C:28]1[N:33]=[CH:32][C:31]([S:34](Cl)(=[O:36])=[O:35])=[CH:30][CH:29]=1. The catalyst is C1COCC1. The product is [Cl:19][C:6]1[CH:5]=[C:4]([NH:20][S:34]([C:31]2[CH:32]=[N:33][C:28]([Cl:27])=[CH:29][CH:30]=2)(=[O:36])=[O:35])[CH:3]=[C:2]([Cl:1])[C:7]=1[S:8][C:9]1[CH:18]=[CH:17][C:16]2[C:11](=[CH:12][CH:13]=[CH:14][CH:15]=2)[CH:10]=1. The yield is 0.560. (4) The reactants are Br[CH2:2][CH2:3][CH2:4][CH2:5][C:6]1[C:15](=[O:16])[C:14]2[C:9](=[CH:10][C:11]([O:19][CH3:20])=[C:12]([O:17][CH3:18])[CH:13]=2)[O:8][CH:7]=1.[OH:21][C:22]1[CH:23]=[C:24]([N:28]2[CH2:33][CH2:32][NH:31][CH2:30][CH2:29]2)[CH:25]=[CH:26][CH:27]=1. No catalyst specified. The product is [OH:21][C:22]1[CH:23]=[C:24]([N:28]2[CH2:33][CH2:32][N:31]([CH2:2][CH2:3][CH2:4][CH2:5][C:6]3[C:15](=[O:16])[C:14]4[C:9](=[CH:10][C:11]([O:19][CH3:20])=[C:12]([O:17][CH3:18])[CH:13]=4)[O:8][CH:7]=3)[CH2:30][CH2:29]2)[CH:25]=[CH:26][CH:27]=1. The yield is 0.170. (5) The reactants are [Cl:1][C:2]1[C:3]([S:24]([N:27]([CH2:37][C:38]2[CH:43]=[CH:42][C:41]([O:44][CH3:45])=[CH:40][CH:39]=2)[CH2:28][C:29]2[CH:34]=[CH:33][C:32]([O:35][CH3:36])=[CH:31][CH:30]=2)(=[O:26])=[O:25])=[N:4][CH:5]=[C:6]([C:9]([N:11]2[CH2:16][CH2:15][CH:14]([C:17]3[CH:22]=[CH:21][C:20]([F:23])=[CH:19][CH:18]=3)[CH2:13][CH2:12]2)=[O:10])[C:7]=1Cl.[CH3:46][C:47]1[CH:53]=[C:52]([N+:54]([O-:56])=[O:55])[CH:51]=[CH:50][C:48]=1[NH2:49]. No catalyst specified. The product is [Cl:1][C:2]1[C:3]([S:24]([N:27]([CH2:37][C:38]2[CH:39]=[CH:40][C:41]([O:44][CH3:45])=[CH:42][CH:43]=2)[CH2:28][C:29]2[CH:34]=[CH:33][C:32]([O:35][CH3:36])=[CH:31][CH:30]=2)(=[O:25])=[O:26])=[N:4][CH:5]=[C:6]([C:9]([N:11]2[CH2:12][CH2:13][CH:14]([C:17]3[CH:18]=[CH:19][C:20]([F:23])=[CH:21][CH:22]=3)[CH2:15][CH2:16]2)=[O:10])[C:7]=1[NH:49][C:48]1[CH:50]=[CH:51][C:52]([N+:54]([O-:56])=[O:55])=[CH:53][C:47]=1[CH3:46]. The yield is 0.360.